From a dataset of Reaction yield outcomes from USPTO patents with 853,638 reactions. Predict the reaction yield, written as a fraction of the theoretical maximum amount of product (1.0 means a 100% yield; for example, 0.34 means a 34% yield). (1) The reactants are Cl[C:2]1[N:7]=[C:6]([C:8]2[C:13]([C:14]3[CH:15]=[CH:16][C:17]4[N:18]([C:20]([C:23]#[N:24])=[CH:21][N:22]=4)[CH:19]=3)=[CH:12][CH:11]=[CH:10][N:9]=2)[CH:5]=[CH:4][CH:3]=1.[C:25]([NH2:28])(=[O:27])[CH3:26].C1(P(C2C=CC=CC=2)C2C3OC4C(=CC=CC=4P(C4C=CC=CC=4)C4C=CC=CC=4)C(C)(C)C=3C(CC(N)=O)=CC=2)C=CC=CC=1.C([O-])([O-])=O.[Cs+].[Cs+]. The catalyst is O1CCOCC1. The product is [C:23]([C:20]1[N:18]2[CH:19]=[C:14]([C:13]3[C:8]([C:6]4[CH:5]=[CH:4][CH:3]=[C:2]([NH:28][C:25](=[O:27])[CH3:26])[N:7]=4)=[N:9][CH:10]=[CH:11][CH:12]=3)[CH:15]=[CH:16][C:17]2=[N:22][CH:21]=1)#[N:24]. The yield is 0.158. (2) The reactants are [Cl:1][C:2]1[C:3]([O:12][C:13]2[CH:18]=[C:17]([O:19][CH:20]([CH3:22])[CH3:21])[CH:16]=[CH:15][C:14]=2[CH2:23][CH2:24][C:25](O)=[O:26])=[N:4][CH:5]=[C:6]([C:8]([F:11])([F:10])[F:9])[CH:7]=1.C(OC(Cl)=O)C(C)C.[BH4-].[Na+].Cl. The catalyst is O1CCCC1.O.CO.C(N(CC)CC)C. The product is [Cl:1][C:2]1[C:3]([O:12][C:13]2[CH:18]=[C:17]([O:19][CH:20]([CH3:21])[CH3:22])[CH:16]=[CH:15][C:14]=2[CH2:23][CH2:24][CH2:25][OH:26])=[N:4][CH:5]=[C:6]([C:8]([F:11])([F:10])[F:9])[CH:7]=1. The yield is 0.660. (3) The reactants are [O:1]1[CH2:6][CH2:5][N:4]([C:7](=O)[CH2:8][C@@H:9]([NH:18][C:19]2[CH:24]=[CH:23][C:22]([S:25]([NH2:28])(=[O:27])=[O:26])=[CH:21][C:20]=2[N+:29]([O-:31])=[O:30])[CH2:10][S:11][C:12]2[CH:17]=[CH:16][CH:15]=[CH:14][CH:13]=2)[CH2:3][CH2:2]1.B.C1COCC1.Cl.C([O-])([O-])=O.[Na+].[Na+]. The catalyst is CCOC(C)=O. The product is [O:1]1[CH2:6][CH2:5][N:4]([CH2:7][CH2:8][C@@H:9]([NH:18][C:19]2[CH:24]=[CH:23][C:22]([S:25]([NH2:28])(=[O:26])=[O:27])=[CH:21][C:20]=2[N+:29]([O-:31])=[O:30])[CH2:10][S:11][C:12]2[CH:13]=[CH:14][CH:15]=[CH:16][CH:17]=2)[CH2:3][CH2:2]1. The yield is 0.800. (4) The reactants are C(O[C:6]([N:8]1[CH2:22][CH2:21][N:11]2[C:12]3[CH:13]=[CH:14][C:15]([O:19][CH3:20])=[CH:16][C:17]=3[CH:18]=[C:10]2[CH2:9]1)=O)(C)(C)C.[H-].[H-].[H-].[H-].[Li+].[Al+3]. The catalyst is C1COCC1. The product is [CH3:20][O:19][C:15]1[CH:14]=[CH:13][C:12]2[N:11]3[CH2:21][CH2:22][N:8]([CH3:6])[CH2:9][C:10]3=[CH:18][C:17]=2[CH:16]=1. The yield is 0.920. (5) The reactants are C(OC([NH:11][CH:12]([CH2:23][CH2:24][P:25]([O:29][C:30]1[CH:35]=[CH:34][C:33]([CH2:36][C:37]([O:39]CC2C=CC=CC=2)=[O:38])=[CH:32][CH:31]=1)([O:27][CH3:28])=[O:26])[C:13]([O:15]CC1C=CC=CC=1)=[O:14])=O)C1C=CC=CC=1.[H][H]. The catalyst is C(O)(=O)C.[C].[Pd]. The product is [NH2:11][CH:12]([CH2:23][CH2:24][P:25]([O:29][C:30]1[CH:31]=[CH:32][C:33]([CH2:36][C:37]([OH:39])=[O:38])=[CH:34][CH:35]=1)([O:27][CH3:28])=[O:26])[C:13]([OH:15])=[O:14]. The yield is 0.640. (6) The reactants are [SH:1][CH2:2][C:3]([NH2:5])=[O:4].[OH-].[Na+].CN(C)C=O.Cl[C:14]1[N:21]=[C:20]([CH3:22])[CH:19]=[C:18]([N:23]2[CH2:28][CH2:27][N:26]([C:29]3[CH:34]=[CH:33][CH:32]=[CH:31][CH:30]=3)[CH2:25][CH2:24]2)[C:15]=1[C:16]#[N:17]. The catalyst is O. The product is [NH2:17][C:16]1[C:15]2[C:14](=[N:21][C:20]([CH3:22])=[CH:19][C:18]=2[N:23]2[CH2:24][CH2:25][N:26]([C:29]3[CH:30]=[CH:31][CH:32]=[CH:33][CH:34]=3)[CH2:27][CH2:28]2)[S:1][C:2]=1[C:3]([NH2:5])=[O:4]. The yield is 0.840. (7) The reactants are [C:1]([C:3]1[CH:4]=[C:5]2[C:10](=[CH:11][C:12]=1[O:13][C:14]1[CH:22]=[CH:21][C:17]([C:18]([OH:20])=O)=[CH:16][CH:15]=1)[O:9][CH2:8][CH2:7][CH:6]2[C:23]([O:25][CH3:26])=[O:24])#[N:2].C(Cl)(=O)C(Cl)=O.[Cl:33][C:34]1[CH:42]=[CH:41][C:37]([CH2:38][O:39][NH2:40])=[CH:36][CH:35]=1.C(N(CC)C(C)C)(C)C. The catalyst is C(Cl)Cl.CN(C=O)C. The product is [Cl:33][C:34]1[CH:42]=[CH:41][C:37]([CH2:38][O:39][NH:40][C:18]([C:17]2[CH:21]=[CH:22][C:14]([O:13][C:12]3[CH:11]=[C:10]4[C:5]([CH:6]([C:23]([O:25][CH3:26])=[O:24])[CH2:7][CH2:8][O:9]4)=[CH:4][C:3]=3[C:1]#[N:2])=[CH:15][CH:16]=2)=[O:20])=[CH:36][CH:35]=1. The yield is 0.211.